Task: Predict which catalyst facilitates the given reaction.. Dataset: Catalyst prediction with 721,799 reactions and 888 catalyst types from USPTO (1) Reactant: [CH2:1]([O:5][C:6]([N:8]1[CH2:13][CH2:12][N:11]([C:14](=[O:37])[C@@H:15]([NH:29][C:30]([O:32][C:33]([CH3:36])([CH3:35])[CH3:34])=[O:31])[CH2:16][C:17]2[N:18]=[N:19][N:20](CC3C=CC=CC=3)[CH:21]=2)[CH2:10][CH2:9]1)=[O:7])[CH2:2][CH2:3][CH3:4]. Product: [CH2:1]([O:5][C:6]([N:8]1[CH2:13][CH2:12][N:11]([C:14](=[O:37])[C@@H:15]([NH:29][C:30]([O:32][C:33]([CH3:36])([CH3:35])[CH3:34])=[O:31])[CH2:16][C:17]2[N:18]=[N:19][NH:20][CH:21]=2)[CH2:10][CH2:9]1)=[O:7])[CH2:2][CH2:3][CH3:4]. The catalyst class is: 105. (2) Reactant: C(N1C=CN=C1)(N1C=CN=C1)=O.[C:13]1([C@H:19]([N:21]2[CH2:26][CH2:25][O:24][C@@H:23]([C:27]3[CH:35]=[CH:34][C:30]([C:31]([OH:33])=O)=[CH:29][CH:28]=3)[CH2:22]2)[CH3:20])[CH:18]=[CH:17][CH:16]=[CH:15][CH:14]=1.[NH:36]1[CH2:41][CH2:40][O:39][CH2:38][CH2:37]1. Product: [N:36]1([C:31]([C:30]2[CH:34]=[CH:35][C:27]([C@@H:23]3[O:24][CH2:25][CH2:26][N:21]([C@@H:19]([C:13]4[CH:18]=[CH:17][CH:16]=[CH:15][CH:14]=4)[CH3:20])[CH2:22]3)=[CH:28][CH:29]=2)=[O:33])[CH2:41][CH2:40][O:39][CH2:38][CH2:37]1. The catalyst class is: 4.